From a dataset of Full USPTO retrosynthesis dataset with 1.9M reactions from patents (1976-2016). Predict the reactants needed to synthesize the given product. (1) Given the product [CH2:1]([N:8]1[CH:12]=[CH:11][C:10]([NH:36][C:46](=[O:49])[O:43][CH2:42][CH2:41][Si:40]([CH3:45])([CH3:44])[CH3:39])=[C:9]1[C:16]1[CH:17]=[CH:18][CH:19]=[CH:20][CH:21]=1)[C:2]1[CH:3]=[CH:4][CH:5]=[CH:6][CH:7]=1, predict the reactants needed to synthesize it. The reactants are: [CH2:1]([N:8]1[CH:12]=[CH:11][C:10](C(O)=O)=[C:9]1[C:16]1[CH:21]=[CH:20][CH:19]=[CH:18][CH:17]=1)[C:2]1[CH:7]=[CH:6][CH:5]=[CH:4][CH:3]=1.C1C=CC(P([N:36]=[N+]=[N-])(C2C=CC=CC=2)=O)=CC=1.[CH3:39][Si:40]([CH3:45])([CH3:44])[CH2:41][CH2:42][OH:43].[C:46](=[O:49])([O-])O.[Na+]. (2) Given the product [C:15]([C:17]1[CH:24]=[CH:23][C:20]([CH:21]2[C:27]([C:28]([O:30][CH2:31][CH3:32])=[O:29])=[C:26]([CH3:33])[N:9]([C:5]3[CH:6]=[CH:7][CH:8]=[C:3]([C:2]([F:13])([F:14])[F:1])[CH:4]=3)[C:10](=[O:11])[NH:12]2)=[CH:19][CH:18]=1)#[N:16], predict the reactants needed to synthesize it. The reactants are: [F:1][C:2]([F:14])([F:13])[C:3]1[CH:4]=[C:5]([NH:9][C:10]([NH2:12])=[O:11])[CH:6]=[CH:7][CH:8]=1.[C:15]([C:17]1[CH:24]=[CH:23][C:20]([CH:21]=O)=[CH:19][CH:18]=1)#[N:16].O=[C:26]([CH3:33])[CH2:27][C:28]([O:30][CH2:31][CH3:32])=[O:29]. (3) Given the product [CH3:19][O:20][C:21]1[CH:26]=[CH:25][N:24]2[CH:2]=[C:3]([CH2:4][C@@H:5]3[CH2:10][CH2:9][CH2:8][CH2:7][N:6]3[C:11]([O:13][C:14]([CH3:17])([CH3:16])[CH3:15])=[O:12])[N:27]=[C:23]2[CH:22]=1, predict the reactants needed to synthesize it. The reactants are: Br[CH2:2][C:3](=O)[CH2:4][C@@H:5]1[CH2:10][CH2:9][CH2:8][CH2:7][N:6]1[C:11]([O:13][C:14]([CH3:17])([CH3:16])[CH3:15])=[O:12].[CH3:19][O:20][C:21]1[CH:26]=[CH:25][N:24]=[C:23]([NH2:27])[CH:22]=1. (4) The reactants are: [CH3:1][O:2][C:3]1[C@@H:4]([CH:11]([CH3:13])[CH3:12])[N:5]=[C:6]([O:9][CH3:10])[CH2:7][N:8]=1.C([Li])CCC.I[CH2:20][C@@H:21]([C:24]1[CH:29]=[CH:28][CH:27]=[CH:26][CH:25]=1)[CH2:22][CH3:23]. Given the product [CH:11]([C@@H:4]1[C:3]([O:2][CH3:1])=[N:8][C@@H:7]([CH2:20][C@@H:21]([C:24]2[CH:29]=[CH:28][CH:27]=[CH:26][CH:25]=2)[CH2:22][CH3:23])[C:6]([O:9][CH3:10])=[N:5]1)([CH3:13])[CH3:12], predict the reactants needed to synthesize it. (5) The reactants are: [CH:1]1[CH:6]=[CH:5][CH:4]=[CH:3][CH:2]=1.[CH2:7]=[CH:8][CH2:9][CH2:10][CH2:11][CH3:12].C1C=CC=CC=1.C=CCCCC. Given the product [CH2:7]([C:1]1[CH:6]=[CH:5][CH:4]=[CH:3][CH:2]=1)[CH2:8][CH2:9][CH2:10][CH2:11][CH3:12], predict the reactants needed to synthesize it. (6) Given the product [Si:1]([O:8][C@H:9]1[CH2:14][CH2:13][C@H:12]([N:15]2[C:19]([CH3:21])=[C:18]([I:20])[CH:17]=[N:16]2)[CH2:11][CH2:10]1)([C:4]([CH3:7])([CH3:5])[CH3:6])([CH3:3])[CH3:2], predict the reactants needed to synthesize it. The reactants are: [Si:1]([O:8][C@H:9]1[CH2:14][CH2:13][C@H:12]([N:15]2[CH:19]=[C:18]([I:20])[CH:17]=[N:16]2)[CH2:11][CH2:10]1)([C:4]([CH3:7])([CH3:6])[CH3:5])([CH3:3])[CH3:2].[CH2:21]1COCC1.C([N-]C(C)C)(C)C.[Li+].C1CCCCC1.CI.[NH4+].[Cl-].